Dataset: Forward reaction prediction with 1.9M reactions from USPTO patents (1976-2016). Task: Predict the product of the given reaction. (1) Given the reactants [CH2:1]([O:3][C:4](=[O:21])[CH2:5][CH2:6][CH2:7][NH:8][CH:9]([C:16]([O:18]CC)=O)[C:10]1[CH:15]=[CH:14][CH:13]=[CH:12][CH:11]=1)[CH3:2].C[Si]([N-][Si](C)(C)C)(C)C.[Li+], predict the reaction product. The product is: [CH2:1]([O:3][C:4]([CH:5]1[CH2:6][CH2:7][NH:8][CH:9]([C:10]2[CH:11]=[CH:12][CH:13]=[CH:14][CH:15]=2)[C:16]1=[O:18])=[O:21])[CH3:2]. (2) Given the reactants [Br:1][C:2]1[C:3]([CH:12]=O)=[N:4][C:5]2[C:10]([CH:11]=1)=[CH:9][CH:8]=[CH:7][CH:6]=2.[CH2:14]([NH2:21])[C:15]1[CH:20]=[CH:19][CH:18]=[CH:17][CH:16]=1, predict the reaction product. The product is: [CH2:14]([NH:21][CH2:12][C:3]1[C:2]([Br:1])=[CH:11][C:10]2[C:5](=[CH:6][CH:7]=[CH:8][CH:9]=2)[N:4]=1)[C:15]1[CH:20]=[CH:19][CH:18]=[CH:17][CH:16]=1. (3) The product is: [CH3:11][C:10]([CH3:13])([CH3:12])[CH2:9][O:8][C:5]1[CH:6]=[CH:7][C:2]([B:15]([OH:20])[OH:16])=[CH:3][C:4]=1[F:14]. Given the reactants Br[C:2]1[CH:7]=[CH:6][C:5]([O:8][CH2:9][C:10]([CH3:13])([CH3:12])[CH3:11])=[C:4]([F:14])[CH:3]=1.[B:15](OC(C)C)([O:20]C(C)C)[O:16]C(C)C.C([Li])CCC, predict the reaction product. (4) Given the reactants [CH3:1][C:2]1[CH:7]=[C:6]([O:8][C:9]2[C:18]3[C:17](=[O:19])[N:16]([CH2:20][C:21]4[CH:26]=[CH:25][C:24]([O:27][CH3:28])=[CH:23][CH:22]=4)C(=O)[N:14]([C:30]4[CH:35]=[CH:34][C:33]([I:36])=[CH:32][C:31]=4[F:37])[C:13]=3[N:12]([CH3:38])[C:11](=[O:39])[CH:10]=2)[CH:5]=[CH:4][N:3]=1.[OH-].[Li+].C(OCC)(=O)C, predict the reaction product. The product is: [CH3:1][C:2]1[CH:7]=[C:6]([O:8][C:9]2[C:18]([C:17]([NH:16][CH2:20][C:21]3[CH:22]=[CH:23][C:24]([O:27][CH3:28])=[CH:25][CH:26]=3)=[O:19])=[C:13]([NH:14][C:30]3[CH:35]=[CH:34][C:33]([I:36])=[CH:32][C:31]=3[F:37])[N:12]([CH3:38])[C:11](=[O:39])[CH:10]=2)[CH:5]=[CH:4][N:3]=1. (5) Given the reactants [C:1]([O:5][C:6]([N:8]1[CH2:13][CH2:12][O:11][C@H:10]([CH:14]([C:16]2[CH:21]=[C:20]([F:22])[C:19]([O:23]CC3C=CC=CC=3)=[CH:18][C:17]=2[F:31])Br)[CH2:9]1)=[O:7])([CH3:4])([CH3:3])[CH3:2], predict the reaction product. The product is: [C:1]([O:5][C:6]([N:8]1[CH2:13][CH2:12][O:11][C@H:10]([CH2:14][C:16]2[CH:21]=[C:20]([F:22])[C:19]([OH:23])=[CH:18][C:17]=2[F:31])[CH2:9]1)=[O:7])([CH3:4])([CH3:2])[CH3:3]. (6) The product is: [CH3:20][C:17]1[CH:18]=[CH:19][C:14]([N:11]2[CH2:12][CH2:13][NH:8][CH2:9][CH2:10]2)=[C:15]([CH:21]=[CH2:22])[CH:16]=1. Given the reactants C(OC([N:8]1[CH2:13][CH2:12][N:11]([C:14]2[CH:19]=[CH:18][C:17]([CH3:20])=[CH:16][C:15]=2[CH:21]=[CH2:22])[CH2:10][CH2:9]1)=O)(C)(C)C.Cl.C(OCC)(=O)C.[OH-].[Na+], predict the reaction product. (7) Given the reactants [Cl:1][C:2]1[CH:3]=[C:4]([CH:7]=[C:8]([S:10]([CH3:13])(=[O:12])=[O:11])[CH:9]=1)[CH:5]=O.C(O)(=O)[CH2:15][C:16]([OH:18])=[O:17].N1CCCCC1.Cl, predict the reaction product. The product is: [Cl:1][C:2]1[CH:3]=[C:4](/[CH:5]=[CH:15]/[C:16]([OH:18])=[O:17])[CH:7]=[C:8]([S:10]([CH3:13])(=[O:12])=[O:11])[CH:9]=1. (8) Given the reactants Br[C:2]1[CH:7]=[CH:6][CH:5]=[CH:4][C:3]=1[C:8]1[CH:13]=[CH:12][C:11]([S:14]([CH3:17])(=[O:16])=[O:15])=[CH:10][CH:9]=1.F[C:19]1[CH:20]=[C:21](B(O)O)[CH:22]=[CH:23][C:24]=1OC, predict the reaction product. The product is: [CH3:17][S:14]([C:11]1[CH:12]=[CH:13][C:8]([C:3]2[CH:4]=[CH:5][CH:6]=[CH:7][C:2]=2[C:19]2[CH:20]=[CH:21][CH:22]=[CH:23][CH:24]=2)=[CH:9][CH:10]=1)(=[O:16])=[O:15].